Dataset: Full USPTO retrosynthesis dataset with 1.9M reactions from patents (1976-2016). Task: Predict the reactants needed to synthesize the given product. (1) Given the product [F:30][C:31]1[CH:36]=[CH:35][CH:34]=[CH:33][C:32]=1[NH:37][C:38]([NH:1][C:2]1[CH:3]=[CH:4][C:5]([C:8](=[O:29])[CH2:9][N:10]2[C:14](=[O:15])[C:13]([C:22]3[CH:23]=[CH:24][CH:25]=[CH:26][CH:27]=3)([C:16]3[CH:21]=[CH:20][CH:19]=[CH:18][CH:17]=3)[N:12]=[C:11]2[CH3:28])=[CH:6][CH:7]=1)=[O:39], predict the reactants needed to synthesize it. The reactants are: [NH2:1][C:2]1[CH:7]=[CH:6][C:5]([C:8](=[O:29])[CH2:9][N:10]2[C:14](=[O:15])[C:13]([C:22]3[CH:27]=[CH:26][CH:25]=[CH:24][CH:23]=3)([C:16]3[CH:21]=[CH:20][CH:19]=[CH:18][CH:17]=3)[N:12]=[C:11]2[CH3:28])=[CH:4][CH:3]=1.[F:30][C:31]1[CH:36]=[CH:35][CH:34]=[CH:33][C:32]=1[N:37]=[C:38]=[O:39]. (2) The reactants are: Cl[C:2]1[C:11]2[C:6](=[N:7][CH:8]=[CH:9][CH:10]=2)[N:5]=[C:4]([C:12]2[CH:17]=[C:16]([C:18]([F:21])([F:20])[F:19])[CH:15]=[CH:14][C:13]=2[F:22])[CH:3]=1.[NH2:23][C:24]1[CH:29]=[CH:28][N:27]=[CH:26][N:25]=1.C(=O)([O-])[O-].[Cs+].[Cs+].CC1(C)C2C=CC=C(P(C3C=CC=CC=3)C3C=CC=CC=3)C=2OC2C1=CC=CC=2P(C1C=CC=CC=1)C1C=CC=CC=1. Given the product [F:22][C:13]1[CH:14]=[CH:15][C:16]([C:18]([F:21])([F:20])[F:19])=[CH:17][C:12]=1[C:4]1[CH:3]=[C:2]([NH:23][C:24]2[CH:29]=[CH:28][N:27]=[CH:26][N:25]=2)[C:11]2[C:6](=[N:7][CH:8]=[CH:9][CH:10]=2)[N:5]=1, predict the reactants needed to synthesize it. (3) Given the product [CH2:19]([CH:13]1[CH2:12][CH2:11][CH2:10][CH2:9][N:8]1[O:6][NH2:5])[CH3:20], predict the reactants needed to synthesize it. The reactants are: [Na].CC(=[N:5][OH:6])C.Cl.[N:8]1(CCCl)[CH2:13][CH2:12][CH2:11][CH2:10][CH2:9]1.[OH-].[Na+].[CH2:19](O)[CH3:20]. (4) Given the product [CH3:1][NH:2][CH2:3][CH2:4][C:5]1[C:9]2=[N:10][CH:11]=[CH:12][CH:13]=[C:8]2[NH:7][CH:6]=1, predict the reactants needed to synthesize it. The reactants are: [CH3:1][NH:2][C:3](=O)[CH2:4][C:5]1[C:9]2=[N:10][CH:11]=[CH:12][CH:13]=[C:8]2[NH:7][CH:6]=1.[H-].[Al+3].[Li+].[H-].[H-].[H-]. (5) Given the product [Cl:40][C:15]1[C:14]2[N:13]([N:12]=[C:20]([NH:23][C:26]3[CH:39]=[N:37][C:36]([O:11][CH3:9])=[CH:35][CH:34]=3)[N:19]=2)[CH:18]=[CH:17][N:16]=1, predict the reactants needed to synthesize it. The reactants are: C1([C:9]([O-:11])=O)C=C(C)C=C(C)C=1.[NH2:12][N+:13]1[CH:18]=[CH:17][N:16]=[CH:15][C:14]=1[NH2:19].[CH:20]([N:23]([CH:26](C)C)CC)(C)C.CCN=C=N[CH2:34][CH2:35][CH2:36][N:37]([CH3:39])C.[ClH:40]. (6) Given the product [CH2:10]([N:9]1[C:5]2=[N:4][CH:21]=[N:20][C:1]([NH2:3])=[C:6]2[CH:7]=[N:8]1)[CH2:11][CH2:12][CH2:13][CH2:14][CH2:15][CH2:16][CH3:17].[CH2:10]([N:9]1[CH:5]=[C:6]2[C:7]([N:20]=[CH:21][N:22]=[C:18]2[NH2:19])=[N:8]1)[CH2:11][CH2:12][CH2:13][CH2:14][CH2:15][CH2:16][CH3:17], predict the reactants needed to synthesize it. The reactants are: [CH:1]([NH2:3])=O.[NH2:4][C:5]1[N:9]([CH2:10][CH2:11][CH2:12][CH2:13][CH2:14][CH2:15][CH2:16][CH3:17])[N:8]=[CH:7][C:6]=1[C:18]#[N:19].[NH2:20][C:21]1C(C#N)=CN(CCCCCCCC)[N:22]=1. (7) Given the product [Cl:29][C:25]1[CH:24]=[C:23]([N:22]([CH3:21])[C:18]([C:16]2[CH:15]=[CH:14][C:12]3[N:13]=[C:9]([C:3]4[C:2]([Cl:1])=[CH:7][CH:6]=[CH:5][C:4]=4[Cl:8])[NH:10][C:11]=3[CH:17]=2)=[O:20])[CH:28]=[CH:27][CH:26]=1, predict the reactants needed to synthesize it. The reactants are: [Cl:1][C:2]1[CH:7]=[CH:6][CH:5]=[C:4]([Cl:8])[C:3]=1[C:9]1[NH:10][C:11]2[CH:17]=[C:16]([C:18]([OH:20])=O)[CH:15]=[CH:14][C:12]=2[N:13]=1.[CH3:21][NH:22][C:23]1[CH:28]=[CH:27][CH:26]=[C:25]([Cl:29])[CH:24]=1.F[P-](F)(F)(F)(F)F.N1(O[P+](N(C)C)(N(C)C)N(C)C)C2C=CC=CC=2N=N1.CCN(C(C)C)C(C)C.[OH-].[Na+]. (8) Given the product [C:14]([C:6]1[C:5]([Cl:15])=[CH:4][C:3]([S:16]([NH2:19])(=[O:18])=[O:17])=[C:2]([Cl:1])[C:7]=1[N:8]1[CH2:9][CH2:10][O:11][CH2:12][CH2:13]1)([OH:20])=[O:26], predict the reactants needed to synthesize it. The reactants are: [Cl:1][C:2]1[C:7]([N:8]2[CH2:13][CH2:12][O:11][CH2:10][CH2:9]2)=[C:6]([CH3:14])[C:5]([Cl:15])=[CH:4][C:3]=1[S:16]([NH2:19])(=[O:18])=[O:17].[O-:20][Mn](=O)(=O)=O.[K+].[OH2:26]. (9) Given the product [CH3:1][O:2][CH2:3][CH:4]1[NH:11][CH2:10][CH:9]2[N:6]([CH2:7][CH2:8]2)[C:5]1=[O:22], predict the reactants needed to synthesize it. The reactants are: [CH3:1][O:2][CH2:3][CH:4]1[N:11](C(OCC2C=CC=CC=2)=O)[CH2:10][CH:9]2[N:6]([CH2:7][CH2:8]2)[C:5]1=[O:22]. (10) Given the product [CH3:45][O:44][CH2:43][CH2:42][CH2:41][O:40][C:37]1[CH:36]=[CH:35][C:34]([C@@H:14]2[C@@H:15]([O:17][CH2:18][C:19]3[CH:20]=[CH:21][C:22]4[O:27][CH2:26][CH2:25][N:24]([CH2:28][CH2:29][CH2:30][O:31][CH3:32])[C:23]=4[CH:33]=3)[CH2:16][NH:11][CH2:12][C@H:13]2[O:46][CH2:14][C@H:15]([OH:17])[CH2:16][CH2:47][CH3:48])=[CH:39][CH:38]=1, predict the reactants needed to synthesize it. The reactants are: C(OC([N:11]1[CH2:16][C@H:15]([O:17][CH2:18][C:19]2[CH:20]=[CH:21][C:22]3[O:27][CH2:26][CH2:25][N:24]([CH2:28][CH2:29][CH2:30][O:31][CH3:32])[C:23]=3[CH:33]=2)[C@@H:14]([C:34]2[CH:39]=[CH:38][C:37]([O:40][CH2:41][CH2:42][CH2:43][O:44][CH3:45])=[CH:36][CH:35]=2)[C@H:13]([OH:46])[CH2:12]1)=O)C1C=CC=CC=1.[CH2:47]([Mg]Br)[CH3:48].